From a dataset of Forward reaction prediction with 1.9M reactions from USPTO patents (1976-2016). Predict the product of the given reaction. (1) Given the reactants [CH3:1][C:2]1[CH:7]=[CH:6][CH:5]=[C:4]([C:8]2[NH:9][N:10]=[C:11]([CH:13]3[CH2:18][CH2:17][NH:16][CH2:15][CH2:14]3)[N:12]=2)[N:3]=1.[F:19][C:20]1[CH:25]=[CH:24][C:23]([C:26]2[C:27]([C:35]3[CH:42]=[CH:41][C:38]([CH:39]=O)=[CH:37][CH:36]=3)=[N:28][C:29]3[N:30]([CH:32]=[CH:33][N:34]=3)[CH:31]=2)=[CH:22][CH:21]=1.[BH-](OC(C)=O)(OC(C)=O)OC(C)=O.[Na+].C([O-])(O)=O.[Na+], predict the reaction product. The product is: [F:19][C:20]1[CH:21]=[CH:22][C:23]([C:26]2[C:27]([C:35]3[CH:42]=[CH:41][C:38]([CH2:39][N:16]4[CH2:17][CH2:18][CH:13]([C:11]5[N:12]=[C:8]([C:4]6[CH:5]=[CH:6][CH:7]=[C:2]([CH3:1])[N:3]=6)[NH:9][N:10]=5)[CH2:14][CH2:15]4)=[CH:37][CH:36]=3)=[N:28][C:29]3[N:30]([CH:32]=[CH:33][N:34]=3)[CH:31]=2)=[CH:24][CH:25]=1. (2) Given the reactants [CH:1]1([C:4]2[CH:23]=[CH:22][CH:21]=[CH:20][C:5]=2[CH2:6][N:7]2[C:12]3[N:13]=[C:14]([S:17][CH3:18])[N:15]=[CH:16][C:11]=3[CH:10]=[CH:9][C:8]2=[O:19])[CH2:3][CH2:2]1.ClC1C=CC=C(C(OO)=[O:32])C=1, predict the reaction product. The product is: [CH:1]1([C:4]2[CH:23]=[CH:22][CH:21]=[CH:20][C:5]=2[CH2:6][N:7]2[C:12]3[N:13]=[C:14]([S:17]([CH3:18])=[O:32])[N:15]=[CH:16][C:11]=3[CH:10]=[CH:9][C:8]2=[O:19])[CH2:3][CH2:2]1.